This data is from Catalyst prediction with 721,799 reactions and 888 catalyst types from USPTO. The task is: Predict which catalyst facilitates the given reaction. Reactant: [C:1]([C:3]1[CH:8]=[C:7]([C:9]2[CH:10]=[C:11]([CH:15]=[CH:16][CH:17]=2)[C:12]([O-:14])=[O:13])[CH:6]=[CH:5][N:4]=1)#[N:2].[C:18](OC([O-])=O)([O:20][C:21]([CH3:24])([CH3:23])[CH3:22])=[O:19].[H][H].[CH2:31](O)C. Product: [C:21]([O:20][C:18]([NH:2][CH2:1][C:3]1[CH:8]=[C:7]([C:9]2[CH:10]=[C:11]([CH:15]=[CH:16][CH:17]=2)[C:12]([O:14][CH3:31])=[O:13])[CH:6]=[CH:5][N:4]=1)=[O:19])([CH3:24])([CH3:23])[CH3:22]. The catalyst class is: 586.